Predict which catalyst facilitates the given reaction. From a dataset of Catalyst prediction with 721,799 reactions and 888 catalyst types from USPTO. (1) Reactant: [F-].C([N+](CCCC)(CCCC)CCCC)CCC.[N-]=C=O.[CH2:22]([O:29][C:30]1[CH:31]=[C:32](/[CH:50]=[CH:51]/[CH2:52][CH2:53][N:54]2[C:62](=[O:63])[C:61]3[C:56](=[CH:57][CH:58]=[CH:59][CH:60]=3)[C:55]2=[O:64])[CH:33]=[CH:34][C:35]=1[N:36]1[CH2:40][C:39](=[O:41])[N:38](CC[Si](C)(C)C)[S:37]1(=[O:49])=[O:48])[C:23]1[CH:28]=[CH:27][CH:26]=[CH:25][CH:24]=1. Product: [CH2:22]([O:29][C:30]1[CH:31]=[C:32](/[CH:50]=[CH:51]/[CH2:52][CH2:53][N:54]2[C:55](=[O:64])[C:56]3[C:61](=[CH:60][CH:59]=[CH:58][CH:57]=3)[C:62]2=[O:63])[CH:33]=[CH:34][C:35]=1[N:36]1[CH2:40][C:39](=[O:41])[NH:38][S:37]1(=[O:48])=[O:49])[C:23]1[CH:28]=[CH:27][CH:26]=[CH:25][CH:24]=1. The catalyst class is: 1. (2) Reactant: [NH2:1][C:2]1[N:7]([CH2:8][C:9]2[CH:14]=[CH:13][CH:12]=[CH:11][CH:10]=2)[C:6](=[O:15])[N:5]([CH2:16][C:17]2[CH:22]=[CH:21][CH:20]=[CH:19][CH:18]=2)[C:4](=[O:23])[CH:3]=1.CO[CH:26](OC)[N:27]([CH3:29])[CH3:28]. Product: [CH2:16]([N:5]1[C:4](=[O:23])[CH:3]=[C:2]([N:1]=[CH:26][N:27]([CH3:29])[CH3:28])[N:7]([CH2:8][C:9]2[CH:14]=[CH:13][CH:12]=[CH:11][CH:10]=2)[C:6]1=[O:15])[C:17]1[CH:22]=[CH:21][CH:20]=[CH:19][CH:18]=1. The catalyst class is: 5. (3) The catalyst class is: 6. Product: [CH3:12][O:11][C:4]1[CH:3]=[C:2]([NH:13][CH2:14][C:15]([CH3:18])([OH:17])[CH3:16])[CH:7]=[CH:6][C:5]=1[N+:8]([O-:10])=[O:9]. Reactant: F[C:2]1[CH:7]=[CH:6][C:5]([N+:8]([O-:10])=[O:9])=[C:4]([O:11][CH3:12])[CH:3]=1.[NH2:13][CH2:14][C:15]([CH3:18])([OH:17])[CH3:16].CN1CCCC1=O.CCN(C(C)C)C(C)C.